This data is from Full USPTO retrosynthesis dataset with 1.9M reactions from patents (1976-2016). The task is: Predict the reactants needed to synthesize the given product. (1) Given the product [C:31]([N:9]1[CH2:4][CH2:5][C:6]2[N:12]([CH2:24][C:23]3[CH:26]=[CH:27][C:28]([F:30])=[CH:29][C:22]=3[F:21])[N:11]=[C:10]([C:13]3[CH:14]=[C:15]([CH:18]=[CH:19][CH:20]=3)[C:16]#[N:17])[C:7]=2[CH2:8]1)(=[O:34])[CH3:37], predict the reactants needed to synthesize it. The reactants are: C([CH:4]1[NH:9][CH2:8][C:7]2[C:10]([C:13]3[CH:14]=[C:15]([CH:18]=[CH:19][CH:20]=3)[C:16]#[N:17])=[N:11][NH:12][C:6]=2[CH2:5]1)(=O)C.[F:21][C:22]1[CH:29]=[C:28]([F:30])[CH:27]=[CH:26][C:23]=1[CH2:24]Br.[C:31]([O-:34])([O-])=O.[K+].[K+].[CH3:37]C#N. (2) Given the product [CH3:39][O:38][CH2:37][CH2:36][O:35][C:33]([NH:2][C@@H:3]1[CH2:7][CH2:6][N:5]([C:8]2[CH:13]=[CH:12][C:11]([N:14]3[CH2:18][C@H:17]([CH2:19][N:20]4[CH:24]=[CH:23][N:22]=[N:21]4)[O:16][C:15]3=[O:25])=[CH:10][C:9]=2[F:26])[CH2:4]1)=[O:34], predict the reactants needed to synthesize it. The reactants are: Cl.[NH2:2][C@@H:3]1[CH2:7][CH2:6][N:5]([C:8]2[CH:13]=[CH:12][C:11]([N:14]3[CH2:18][C@H:17]([CH2:19][N:20]4[CH:24]=[CH:23][N:22]=[N:21]4)[O:16][C:15]3=[O:25])=[CH:10][C:9]=2[F:26])[CH2:4]1.C(=O)(O)[O-].[Na+].Cl[C:33]([O:35][CH2:36][CH2:37][O:38][CH3:39])=[O:34].